From a dataset of Peptide-MHC class I binding affinity with 185,985 pairs from IEDB/IMGT. Regression. Given a peptide amino acid sequence and an MHC pseudo amino acid sequence, predict their binding affinity value. This is MHC class I binding data. (1) The peptide sequence is NECAQVLSEM. The MHC is HLA-B44:03 with pseudo-sequence HLA-B44:03. The binding affinity (normalized) is 0.557. (2) The peptide sequence is NQDLNGNWY. The MHC is HLA-B07:02 with pseudo-sequence HLA-B07:02. The binding affinity (normalized) is 0.0847.